Dataset: Reaction yield outcomes from USPTO patents with 853,638 reactions. Task: Predict the reaction yield, written as a fraction of the theoretical maximum amount of product (1.0 means a 100% yield; for example, 0.34 means a 34% yield). (1) The reactants are [CH3:1][O:2][C:3](=[O:20])[C:4]1[CH:9]=[CH:8][CH:7]=[C:6]([CH2:10][N:11]2[C:16](=[O:17])[CH:15]=[C:14]([CH3:18])[C:13](Cl)=[N:12]2)[CH:5]=1.[N:21]1[CH:26]=[CH:25][CH:24]=[C:23](B(O)O)[CH:22]=1.C([O-])([O-])=O.[Na+].[Na+]. The catalyst is CN(C=O)C.O.Cl[Pd](Cl)([P](C1C=CC=CC=1)(C1C=CC=CC=1)C1C=CC=CC=1)[P](C1C=CC=CC=1)(C1C=CC=CC=1)C1C=CC=CC=1. The product is [CH3:1][O:2][C:3](=[O:20])[C:4]1[CH:9]=[CH:8][CH:7]=[C:6]([CH2:10][N:11]2[C:16](=[O:17])[CH:15]=[C:14]([CH3:18])[C:13]([C:23]3[CH:22]=[N:21][CH:26]=[CH:25][CH:24]=3)=[N:12]2)[CH:5]=1. The yield is 0.590. (2) The reactants are [Cl:1][C:2]1[N:9]=[CH:8][C:7]([C:10]2[CH:15]=[CH:14][C:13]([O:16][CH3:17])=[CH:12][CH:11]=2)=[CH:6][C:3]=1[CH:4]=[O:5].N1C=CN=C1.[C:23]1(=[O:29])[CH2:28][CH2:27][CH2:26][CH:25]=[CH:24]1. The catalyst is CO.O. The product is [Cl:1][C:2]1[C:3]([CH:4]([OH:5])[C:24]2[C:23](=[O:29])[CH2:28][CH2:27][CH2:26][CH:25]=2)=[CH:6][C:7]([C:10]2[CH:15]=[CH:14][C:13]([O:16][CH3:17])=[CH:12][CH:11]=2)=[CH:8][N:9]=1. The yield is 0.910. (3) The reactants are [N:1]1[CH:6]=[CH:5][CH:4]=[CH:3][C:2]=1[CH:7]=[CH:8][C:9]1[C:17]2[C:12](=[CH:13][C:14]([NH:18][C:19]3[CH:27]=[CH:26][CH:25]=[CH:24][C:20]=3[C:21]([OH:23])=O)=[CH:15][CH:16]=2)[NH:11][N:10]=1.[CH3:28][N:29]1[CH:33]=[CH:32][CH:31]=[C:30]1[C:34]([NH:36][NH2:37])=[O:35].C(N(CC)CC)C.CN(C(ON1N=NC2C=CC=NC1=2)=[N+](C)C)C.F[P-](F)(F)(F)(F)F. The catalyst is CN(C=O)C. The product is [N:1]1[CH:6]=[CH:5][CH:4]=[CH:3][C:2]=1/[CH:7]=[CH:8]/[C:9]1[C:17]2[C:12](=[CH:13][C:14]([NH:18][C:19]3[CH:27]=[CH:26][CH:25]=[CH:24][C:20]=3[C:21]([NH:37][NH:36][C:34]([C:30]3[N:29]([CH3:28])[CH:33]=[CH:32][CH:31]=3)=[O:35])=[O:23])=[CH:15][CH:16]=2)[NH:11][N:10]=1. The yield is 0.400. (4) The reactants are [CH2:1]([NH:4][C:5]1[N:14]=[C:13]([NH2:15])[C:12]2[C:7](=[CH:8][CH:9]=[C:10]([N+:16]([O-:18])=[O:17])[CH:11]=2)[N:6]=1)[CH:2]=[CH2:3].[C:19](OC(=O)C)(=[O:21])[CH3:20].C([O-])(=O)C.[Na+].[OH-].[Na+]. The catalyst is C1COCC1. The product is [C:19]([NH:15][C:13]1[C:12]2[C:7](=[CH:8][CH:9]=[C:10]([N+:16]([O-:18])=[O:17])[CH:11]=2)[N:6]=[C:5]([NH:4][CH2:1][CH:2]=[CH2:3])[N:14]=1)(=[O:21])[CH3:20]. The yield is 0.427.